Dataset: NCI-60 drug combinations with 297,098 pairs across 59 cell lines. Task: Regression. Given two drug SMILES strings and cell line genomic features, predict the synergy score measuring deviation from expected non-interaction effect. (1) Cell line: TK-10. Synergy scores: CSS=25.4, Synergy_ZIP=-6.04, Synergy_Bliss=-3.30, Synergy_Loewe=-43.2, Synergy_HSA=-2.74. Drug 1: C(=O)(N)NO. Drug 2: CCC1(C2=C(COC1=O)C(=O)N3CC4=CC5=C(C=CC(=C5CN(C)C)O)N=C4C3=C2)O.Cl. (2) Drug 1: C1=NC(=NC(=O)N1C2C(C(C(O2)CO)O)O)N. Drug 2: CS(=O)(=O)OCCCCOS(=O)(=O)C. Cell line: TK-10. Synergy scores: CSS=18.3, Synergy_ZIP=-9.33, Synergy_Bliss=-0.709, Synergy_Loewe=-18.9, Synergy_HSA=-0.415. (3) Drug 1: CC(C1=C(C=CC(=C1Cl)F)Cl)OC2=C(N=CC(=C2)C3=CN(N=C3)C4CCNCC4)N. Drug 2: CC1OCC2C(O1)C(C(C(O2)OC3C4COC(=O)C4C(C5=CC6=C(C=C35)OCO6)C7=CC(=C(C(=C7)OC)O)OC)O)O. Cell line: T-47D. Synergy scores: CSS=33.3, Synergy_ZIP=-3.62, Synergy_Bliss=3.91, Synergy_Loewe=-1.22, Synergy_HSA=2.55. (4) Drug 1: CC1CCC2CC(C(=CC=CC=CC(CC(C(=O)C(C(C(=CC(C(=O)CC(OC(=O)C3CCCCN3C(=O)C(=O)C1(O2)O)C(C)CC4CCC(C(C4)OC)OCCO)C)C)O)OC)C)C)C)OC. Drug 2: CS(=O)(=O)CCNCC1=CC=C(O1)C2=CC3=C(C=C2)N=CN=C3NC4=CC(=C(C=C4)OCC5=CC(=CC=C5)F)Cl. Cell line: NCI-H226. Synergy scores: CSS=-0.631, Synergy_ZIP=-0.636, Synergy_Bliss=-0.0503, Synergy_Loewe=-1.88, Synergy_HSA=-0.570. (5) Drug 1: C1=NC2=C(N=C(N=C2N1C3C(C(C(O3)CO)O)O)F)N. Drug 2: CC1C(C(CC(O1)OC2CC(CC3=C2C(=C4C(=C3O)C(=O)C5=C(C4=O)C(=CC=C5)OC)O)(C(=O)CO)O)N)O.Cl. Cell line: NCI/ADR-RES. Synergy scores: CSS=24.8, Synergy_ZIP=0.802, Synergy_Bliss=-0.448, Synergy_Loewe=-2.06, Synergy_HSA=-3.44. (6) Drug 1: CC1OCC2C(O1)C(C(C(O2)OC3C4COC(=O)C4C(C5=CC6=C(C=C35)OCO6)C7=CC(=C(C(=C7)OC)O)OC)O)O. Drug 2: CC(C)(C#N)C1=CC(=CC(=C1)CN2C=NC=N2)C(C)(C)C#N. Cell line: LOX IMVI. Synergy scores: CSS=26.2, Synergy_ZIP=-2.26, Synergy_Bliss=-3.04, Synergy_Loewe=-4.22, Synergy_HSA=-0.856. (7) Drug 1: C1=CC(=CC=C1CCC2=CNC3=C2C(=O)NC(=N3)N)C(=O)NC(CCC(=O)O)C(=O)O. Drug 2: COC1=CC(=CC(=C1O)OC)C2C3C(COC3=O)C(C4=CC5=C(C=C24)OCO5)OC6C(C(C7C(O6)COC(O7)C8=CC=CS8)O)O. Cell line: MDA-MB-435. Synergy scores: CSS=13.8, Synergy_ZIP=-4.47, Synergy_Bliss=-1.59, Synergy_Loewe=-10.5, Synergy_HSA=-1.93. (8) Drug 1: C1=NC2=C(N1)C(=S)N=C(N2)N. Drug 2: CC12CCC3C(C1CCC2OP(=O)(O)O)CCC4=C3C=CC(=C4)OC(=O)N(CCCl)CCCl.[Na+]. Cell line: SK-OV-3. Synergy scores: CSS=41.0, Synergy_ZIP=-8.48, Synergy_Bliss=-1.88, Synergy_Loewe=-26.6, Synergy_HSA=-1.64.